From a dataset of Catalyst prediction with 721,799 reactions and 888 catalyst types from USPTO. Predict which catalyst facilitates the given reaction. Reactant: [CH:1]1([NH:4][C:5]2[C:6]([NH2:13])=[CH:7][C:8]([O:11][CH3:12])=[CH:9][CH:10]=2)[CH2:3][CH2:2]1.[N:14]1[CH:19]=[CH:18][CH:17]=[C:16]([CH:20]=O)[CH:15]=1.OOS([O-])=O.[K+].C([O-])([O-])=O.[K+].[K+]. Product: [CH:1]1([N:4]2[C:5]3[CH:10]=[CH:9][C:8]([O:11][CH3:12])=[CH:7][C:6]=3[N:13]=[C:20]2[C:16]2[CH:15]=[N:14][CH:19]=[CH:18][CH:17]=2)[CH2:3][CH2:2]1. The catalyst class is: 18.